Dataset: Catalyst prediction with 721,799 reactions and 888 catalyst types from USPTO. Task: Predict which catalyst facilitates the given reaction. (1) Reactant: [H-].[Na+].[Br:3][C:4]1[CH:12]=[C:11]2[C:7]([CH:8]=[CH:9][NH:10]2)=[CH:6][CH:5]=1.Br[CH2:14][CH3:15]. Product: [Br:3][C:4]1[CH:12]=[C:11]2[C:7]([CH:8]=[CH:9][N:10]2[CH2:14][CH3:15])=[CH:6][CH:5]=1. The catalyst class is: 9. (2) Reactant: [CH3:1][O:2][C:3]([C:5]1[S:6][CH:7]=[C:8]([CH2:10][CH2:11][CH2:12][C:13](O)=O)[CH:9]=1)=[O:4].[C:16](Cl)(=O)C(Cl)=O.C(Cl)Cl.[NH2:25][C:26]1[NH:31][C:30](=[O:32])[CH:29]=[C:28]([NH2:33])[N:27]=1. Product: [CH3:1][O:2][C:3]([C:5]1[S:6][CH:7]=[C:8]([CH2:10][CH2:11][CH2:12][C:13]2[NH:33][C:28]3[N:27]=[C:26]([NH2:25])[NH:31][C:30](=[O:32])[C:29]=3[CH:16]=2)[CH:9]=1)=[O:4]. The catalyst class is: 3. (3) Reactant: [Br:1][C:2]1[C:7]([C:8](OC)=[O:9])=[CH:6][C:5]([Cl:12])=[N:4][CH:3]=1.CO.[BH4-].[Li+]. Product: [Br:1][C:2]1[C:7]([CH2:8][OH:9])=[CH:6][C:5]([Cl:12])=[N:4][CH:3]=1. The catalyst class is: 7.